This data is from Full USPTO retrosynthesis dataset with 1.9M reactions from patents (1976-2016). The task is: Predict the reactants needed to synthesize the given product. (1) Given the product [CH3:1][CH2:2][O:17][C:15]([CH3:14])=[O:16].[CH3:7][CH2:8][CH2:1][CH:2]([CH3:5])[CH3:3], predict the reactants needed to synthesize it. The reactants are: [CH3:1][C:2]([CH3:5])([O-])[CH3:3].[K+].[C:7](O)(=O)[CH2:8]C([CH2:14][C:15]([OH:17])=[O:16])(C(O)=O)O. (2) Given the product [CH2:1]([C:8]1[CH:9]=[N:10][C:11]2[C:16]([C:17]=1[C:18]1[CH:19]=[C:20]([NH:24][CH2:35][C:34]3[CH:37]=[C:30]([OH:29])[CH:31]=[CH:32][C:33]=3[N+:38]([O-:40])=[O:39])[CH:21]=[CH:22][CH:23]=1)=[CH:15][CH:14]=[CH:13][C:12]=2[C:25]([F:28])([F:26])[F:27])[C:2]1[CH:3]=[CH:4][CH:5]=[CH:6][CH:7]=1, predict the reactants needed to synthesize it. The reactants are: [CH2:1]([C:8]1[CH:9]=[N:10][C:11]2[C:16]([C:17]=1[C:18]1[CH:19]=[C:20]([NH2:24])[CH:21]=[CH:22][CH:23]=1)=[CH:15][CH:14]=[CH:13][C:12]=2[C:25]([F:28])([F:27])[F:26])[C:2]1[CH:7]=[CH:6][CH:5]=[CH:4][CH:3]=1.[OH:29][C:30]1[CH:31]=[CH:32][C:33]([N+:38]([O-:40])=[O:39])=[C:34]([CH:37]=1)[CH:35]=O. (3) Given the product [Br:1][C:2]1[CH:10]=[CH:9][C:5]([CH2:6][OH:7])=[C:4]([OH:11])[CH:3]=1, predict the reactants needed to synthesize it. The reactants are: [Br:1][C:2]1[CH:10]=[CH:9][C:5]([C:6](O)=[O:7])=[C:4]([OH:11])[CH:3]=1.CSC.